From a dataset of Reaction yield outcomes from USPTO patents with 853,638 reactions. Predict the reaction yield, written as a fraction of the theoretical maximum amount of product (1.0 means a 100% yield; for example, 0.34 means a 34% yield). (1) The reactants are [N+:1]([C:4]1[CH:9]=[CH:8][C:7]([N:10]2[CH2:15][CH2:14][CH:13]([C:16]([O:18][CH2:19][CH3:20])=[O:17])[CH2:12][CH2:11]2)=[CH:6][CH:5]=1)([O-])=O.[NH4+].[Cl-]. The catalyst is CO.[Fe]. The product is [NH2:1][C:4]1[CH:9]=[CH:8][C:7]([N:10]2[CH2:11][CH2:12][CH:13]([C:16]([O:18][CH2:19][CH3:20])=[O:17])[CH2:14][CH2:15]2)=[CH:6][CH:5]=1. The yield is 0.970. (2) The reactants are [Cl:1][C:2]1[CH:7]=[C:6]([Cl:8])[CH:5]=[CH:4][C:3]=1[C:9]1[S:13][C:12]([NH2:14])=[N:11][N:10]=1.[C:15](Cl)(=O)[O:16]C1C=CC=CC=1.C(N(CC)CC)C.[CH3:32][N:33]1[C:37]2[CH:38]=[CH:39][C:40]([CH2:42][OH:43])=[CH:41][C:36]=2[N:35]=[CH:34]1.N12CCCN=C1CCCCC2. The catalyst is O1CCCC1. The product is [CH3:32][N:33]1[C:37]2[CH:38]=[CH:39][C:40]([CH2:42][O:43][C:15](=[O:16])[NH:14][C:12]3[S:13][C:9]([C:3]4[CH:4]=[CH:5][C:6]([Cl:8])=[CH:7][C:2]=4[Cl:1])=[N:10][N:11]=3)=[CH:41][C:36]=2[N:35]=[CH:34]1. The yield is 0.140. (3) The reactants are [NH:1]1[C:9]2[C:4](=[CH:5][CH:6]=[C:7]([C:10]#[N:11])[CH:8]=2)[CH:3]=[CH:2]1.[H-].[Na+].I[CH3:15]. The catalyst is CN(C=O)C.[NH4+].[OH-]. The product is [CH3:15][N:1]1[C:9]2[C:4](=[CH:5][CH:6]=[C:7]([C:10]#[N:11])[CH:8]=2)[CH:3]=[CH:2]1. The yield is 0.870. (4) The reactants are [CH3:1][O:2][C:3]1[CH:8]=[CH:7][C:6]([C:9]2[NH:10][C:11]([NH:14][C:15](=[O:28])[C:16]([CH3:27])([S:18]([CH:21]3[CH2:26][CH2:25][O:24][CH2:23][CH2:22]3)(=[O:20])=[O:19])[CH3:17])=[N:12][N:13]=2)=[CH:5][CH:4]=1.[H-].[Na+].[CH3:31]I. The catalyst is C1COCC1. The product is [CH3:1][O:2][C:3]1[CH:8]=[CH:7][C:6]([C:9]2[N:10]=[C:11]([NH:14][C:15](=[O:28])[C:16]([CH3:17])([S:18]([CH:21]3[CH2:26][CH2:25][O:24][CH2:23][CH2:22]3)(=[O:20])=[O:19])[CH3:27])[N:12]([CH3:31])[N:13]=2)=[CH:5][CH:4]=1. The yield is 0.970. (5) The reactants are [CH3:1][C:2]1[CH:7]=[C:6]([CH3:8])[CH:5]=[CH:4][C:3]=1[C:9]#[C:10][CH2:11][CH2:12][C:13]([NH:15][CH2:16][CH2:17][NH:18][C:19](=[O:28])[O:20][CH2:21][C:22]1[CH:27]=[CH:26][CH:25]=[CH:24][CH:23]=1)=[O:14].C1C=CC(I(OC(C(F)(F)F)=O)[O:36]C(C(F)(F)F)=O)=CC=1. The catalyst is C(O)C(F)(F)F. The product is [CH3:1][C:2]1[CH:7]=[C:6]([CH3:8])[CH:5]=[CH:4][C:3]=1[C:9]([CH:10]1[CH2:11][CH2:12][C:13](=[O:14])[N:15]1[CH2:16][CH2:17][NH:18][C:19](=[O:28])[O:20][CH2:21][C:22]1[CH:27]=[CH:26][CH:25]=[CH:24][CH:23]=1)=[O:36]. The yield is 0.790.